From a dataset of Full USPTO retrosynthesis dataset with 1.9M reactions from patents (1976-2016). Predict the reactants needed to synthesize the given product. (1) Given the product [CH3:1][O:2][C:3](=[O:14])[C:4]1[CH:5]=[CH:6][C:7]([N+:10]([O-:12])=[O:11])=[CH:8][CH:9]=1.[NH2:30][CH2:28][N:20]1[C:21]2[CH:27]=[CH:26][CH:25]=[CH:24][C:22]=2[N:23]=[CH:19]1, predict the reactants needed to synthesize it. The reactants are: [CH3:1][O:2][C:3](=[O:14])[C:4]1[CH:9]=[CH:8][C:7]([N+:10]([O-:12])=[O:11])=[C:6](F)[CH:5]=1.Cl.Cl.NC[C:19]1[NH:20][C:21]2[CH:27]=[CH:26][CH:25]=[CH:24][C:22]=2[N:23]=1.[CH2:28]([NH2:30])C. (2) Given the product [CH2:27]([N:26]1[C:20]2=[CH:19][C:18]3[CH:17]=[N:16][N:15]=[C:14]([N:11]4[CH2:12][CH2:13][N:8]([C:6]([NH:49][C:46]5[CH:47]=[CH:48][C:43]([N+:40]([O-:42])=[O:41])=[CH:44][CH:45]=5)=[O:5])[CH2:9][CH2:10]4)[C:23]=3[CH:22]=[C:21]2[N:24]([CH2:30][CH3:31])[C:25]1=[O:29])[CH3:28], predict the reactants needed to synthesize it. The reactants are: C([O:5][C:6]([N:8]1[CH2:13][CH2:12][N:11]([C:14]2[C:23]3[CH:22]=[C:21]4[N:24]([CH2:30][CH3:31])[C:25](=[O:29])[N:26]([CH2:27][CH3:28])[C:20]4=[CH:19][C:18]=3[C:17](Cl)=[N:16][N:15]=2)[CH2:10][CH2:9]1)=O)(C)(C)C.FC(F)(F)C(O)=O.[N+:40]([C:43]1[CH:48]=[CH:47][C:46]([N:49]=C=O)=[CH:45][CH:44]=1)([O-:42])=[O:41].[Cl-].[Na+]. (3) Given the product [CH3:1][O:2][C:3]1[CH:4]=[CH:5][C:6]([CH2:7][NH:8][C:9]2[CH:18]=[CH:17][C:16]3[C:11](=[CH:12][CH:13]=[C:14]([NH2:19])[CH:15]=3)[N:10]=2)=[CH:22][CH:23]=1, predict the reactants needed to synthesize it. The reactants are: [CH3:1][O:2][C:3]1[CH:23]=[CH:22][C:6]([CH2:7][NH:8][C:9]2[CH:18]=[CH:17][C:16]3[C:11](=[CH:12][CH:13]=[C:14]([N+:19]([O-])=O)[CH:15]=3)[N:10]=2)=[CH:5][CH:4]=1.[Cl-].[NH4+]. (4) Given the product [Br:1][C:2]1[CH:3]=[C:4]([CH:11]([CH3:13])[CH3:12])[C:5]([O:10][CH3:14])=[C:6]([CH:9]=1)[CH:7]=[O:8], predict the reactants needed to synthesize it. The reactants are: [Br:1][C:2]1[CH:3]=[C:4]([CH:11]([CH3:13])[CH3:12])[C:5]([OH:10])=[C:6]([CH:9]=1)[CH:7]=[O:8].[C:14](=O)([O-])[O-].[K+].[K+].COS(=O)(=O)OC.O. (5) The reactants are: [Cl:1][C:2]1[CH:7]=[CH:6][C:5]([CH:8]([C:13]2[C:21]3[C:16](=[C:17](I)[CH:18]=[CH:19][CH:20]=3)[NH:15][N:14]=2)[CH2:9][CH2:10][C:11]#[N:12])=[C:4]([F:23])[CH:3]=1.[CH:24]1([S:27]([NH2:30])(=[O:29])=[O:28])[CH2:26][CH2:25]1.CNCC(O)=O.[O-]P([O-])([O-])=O.[K+].[K+].[K+]. Given the product [Cl:1][C:2]1[CH:7]=[CH:6][C:5]([CH:8]([C:13]2[C:21]3[C:16](=[C:17]([NH:30][S:27]([CH:24]4[CH2:26][CH2:25]4)(=[O:29])=[O:28])[CH:18]=[CH:19][CH:20]=3)[NH:15][N:14]=2)[CH2:9][CH2:10][C:11]#[N:12])=[C:4]([F:23])[CH:3]=1, predict the reactants needed to synthesize it.